This data is from Full USPTO retrosynthesis dataset with 1.9M reactions from patents (1976-2016). The task is: Predict the reactants needed to synthesize the given product. (1) Given the product [CH3:1][CH:2]1[CH2:7][N:6]([C:16]([O:15][CH2:8][C:9]2[CH:14]=[CH:13][CH:12]=[CH:11][CH:10]=2)=[O:17])[CH2:5][CH2:4][N:3]1[C:33]([O:32][C:29]([CH3:31])([CH3:30])[CH3:28])=[O:34], predict the reactants needed to synthesize it. The reactants are: [CH3:1][CH:2]1[CH2:7][NH:6][CH2:5][CH2:4][NH:3]1.[CH2:8]([O:15][C:16](Cl)=[O:17])[C:9]1[CH:14]=[CH:13][CH:12]=[CH:11][CH:10]=1.C(N(C(C)C)CC)(C)C.[CH3:28][C:29]([O:32][C:33](O[C:33]([O:32][C:29]([CH3:31])([CH3:30])[CH3:28])=[O:34])=[O:34])([CH3:31])[CH3:30]. (2) Given the product [ClH:1].[ClH:1].[Cl:1][C:2]1[CH:3]=[CH:4][C:5]([CH3:27])=[C:6]([N:8]([CH2:13][C:14]([N:16]([N:18]2[CH2:26][C:25]3[C:20](=[CH:21][CH:22]=[CH:23][CH:24]=3)[CH2:19]2)[CH3:17])=[O:15])[CH2:9][C:10]([NH:28][CH2:29][CH2:30][NH2:31])=[O:12])[CH:7]=1, predict the reactants needed to synthesize it. The reactants are: [Cl:1][C:2]1[CH:3]=[CH:4][C:5]([CH3:27])=[C:6]([N:8]([CH2:13][C:14]([N:16]([N:18]2[CH2:26][C:25]3[C:20](=[CH:21][CH:22]=[CH:23][CH:24]=3)[CH2:19]2)[CH3:17])=[O:15])[CH2:9][C:10]([OH:12])=O)[CH:7]=1.[NH2:28][CH2:29][CH2:30][NH:31]C(=O)OC(C)(C)C.